This data is from Full USPTO retrosynthesis dataset with 1.9M reactions from patents (1976-2016). The task is: Predict the reactants needed to synthesize the given product. (1) Given the product [Cl:10][C:11]1[CH:12]=[C:13]([CH:16]=[CH:17][C:18]=1[F:19])[CH:14]=[N:1][C:2]1[CH:3]=[CH:4][C:5]([C:8]#[N:9])=[N:6][CH:7]=1, predict the reactants needed to synthesize it. The reactants are: [NH2:1][C:2]1[CH:3]=[CH:4][C:5]([C:8]#[N:9])=[N:6][CH:7]=1.[Cl:10][C:11]1[CH:12]=[C:13]([CH:16]=[CH:17][C:18]=1[F:19])[CH:14]=O. (2) Given the product [NH2:14][C:11]1[C:10]2[C:15]([CH2:18][O:19][C:20]3[CH:25]=[C:24]([C:26]4[O:27][C:28]([C:31]5[CH:32]=[CH:33][C:34]([Cl:37])=[CH:35][CH:36]=5)=[N:29][N:30]=4)[CH:23]=[CH:22][C:21]=3[CH3:38])=[CH:16][S:17][C:9]=2[C:8]([C:6]([OH:7])=[O:5])=[CH:13][N:12]=1, predict the reactants needed to synthesize it. The reactants are: [OH-].[Na+].C([O:5][C:6]([C:8]1[C:9]2[S:17][CH:16]=[C:15]([CH2:18][O:19][C:20]3[CH:25]=[C:24]([C:26]4[O:27][C:28]([C:31]5[CH:36]=[CH:35][C:34]([Cl:37])=[CH:33][CH:32]=5)=[N:29][N:30]=4)[CH:23]=[CH:22][C:21]=3[CH3:38])[C:10]=2[C:11]([NH2:14])=[N:12][CH:13]=1)=[O:7])C.